From a dataset of TCR-epitope binding with 47,182 pairs between 192 epitopes and 23,139 TCRs. Binary Classification. Given a T-cell receptor sequence (or CDR3 region) and an epitope sequence, predict whether binding occurs between them. The epitope is VLAWLYAAV. The TCR CDR3 sequence is CASSLAGSYEQYF. Result: 1 (the TCR binds to the epitope).